This data is from Peptide-MHC class II binding affinity with 134,281 pairs from IEDB. The task is: Regression. Given a peptide amino acid sequence and an MHC pseudo amino acid sequence, predict their binding affinity value. This is MHC class II binding data. (1) The peptide sequence is CGGTGKNTIVIPKGD. The MHC is HLA-DQA10101-DQB10501 with pseudo-sequence HLA-DQA10101-DQB10501. The binding affinity (normalized) is 0.0553. (2) The peptide sequence is RFYKTLRAEQASQ. The MHC is DRB1_0405 with pseudo-sequence DRB1_0405. The binding affinity (normalized) is 0.657. (3) The peptide sequence is QELLDIANYLMEQIQ. The MHC is HLA-DPA10103-DPB10401 with pseudo-sequence HLA-DPA10103-DPB10401. The binding affinity (normalized) is 0.274. (4) The peptide sequence is EKKYFAATQFSPLAA. The MHC is HLA-DQA10501-DQB10201 with pseudo-sequence HLA-DQA10501-DQB10201. The binding affinity (normalized) is 0.281. (5) The peptide sequence is SGDVLWDIPTPKIIE. The MHC is DRB4_0103 with pseudo-sequence DRB4_0103. The binding affinity (normalized) is 0.478. (6) The peptide sequence is YFNMVYMPASWVMRI. The MHC is DRB1_0401 with pseudo-sequence DRB1_0401. The binding affinity (normalized) is 0.364. (7) The peptide sequence is YDKFLANVTTVLTGK. The MHC is DRB3_0202 with pseudo-sequence DRB3_0202. The binding affinity (normalized) is 0.887.